Dataset: Reaction yield outcomes from USPTO patents with 853,638 reactions. Task: Predict the reaction yield, written as a fraction of the theoretical maximum amount of product (1.0 means a 100% yield; for example, 0.34 means a 34% yield). (1) The reactants are C([SiH](CC)CC)C.B(F)(F)F.CCOCC.[Br:17][C:18]1[CH:19]=[CH:20][C:21]([Cl:35])=[C:22]([C:24]([C:26]2[CH:31]=[CH:30][C:29]([O:32][CH2:33][CH3:34])=[CH:28][CH:27]=2)=O)[CH:23]=1.[OH-].[K+]. The catalyst is C(OCC)(=O)C.C(#N)C.ClCCCl. The product is [CH2:33]([O:32][C:29]1[CH:30]=[CH:31][C:26]([CH2:24][C:22]2[CH:23]=[C:18]([Br:17])[CH:19]=[CH:20][C:21]=2[Cl:35])=[CH:27][CH:28]=1)[CH3:34]. The yield is 0.830. (2) The reactants are [CH3:1][O:2][C:3]1[CH:8]=[CH:7][C:6]([C:9](OC)=[O:10])=[CH:5][C:4]=1[O:13][CH2:14][CH:15]1[CH2:20][CH2:19][N:18]([C:21]([O:23][C:24]([CH3:27])([CH3:26])[CH3:25])=[O:22])[CH2:17][CH2:16]1.[H-].[H-].[H-].[H-].[Li+].[Al+3]. The catalyst is C1COCC1. The product is [OH:10][CH2:9][C:6]1[CH:7]=[CH:8][C:3]([O:2][CH3:1])=[C:4]([O:13][CH2:14][CH:15]2[CH2:20][CH2:19][N:18]([C:21]([O:23][C:24]([CH3:25])([CH3:26])[CH3:27])=[O:22])[CH2:17][CH2:16]2)[CH:5]=1. The yield is 0.610. (3) The reactants are [N+:1]([C:4]1[CH:9]=[C:8]([N+:10]([O-:12])=[O:11])[CH:7]=[CH:6][C:5]=1[CH2:13][CH2:14][OH:15])([O-:3])=[O:2].[F:16][C:17]([F:44])([O:29][C:30]1[CH:35]=[CH:34][C:33]([O:36][CH2:37][CH2:38][CH2:39][C:40]([F:43])([F:42])[F:41])=[CH:32][CH:31]=1)[C:18]1[CH:23]=[CH:22][C:21](/[CH:24]=[CH:25]/[C:26](O)=[O:27])=[CH:20][CH:19]=1.Cl.CN(C)CCCN=C=NCC. The catalyst is CN(C)C1C=CN=CC=1.ClCCl. The product is [F:16][C:17]([F:44])([O:29][C:30]1[CH:35]=[CH:34][C:33]([O:36][CH2:37][CH2:38][CH2:39][C:40]([F:42])([F:41])[F:43])=[CH:32][CH:31]=1)[C:18]1[CH:23]=[CH:22][C:21](/[CH:24]=[CH:25]/[C:26]([O:15][CH2:14][CH2:13][C:5]2[CH:6]=[CH:7][C:8]([N+:10]([O-:12])=[O:11])=[CH:9][C:4]=2[N+:1]([O-:3])=[O:2])=[O:27])=[CH:20][CH:19]=1. The yield is 0.710. (4) The reactants are Br[C:2]1[CH:10]=[CH:9][CH:8]=[C:7]2[C:3]=1[C:4]1([C:20]3=[CH:21][C:22]4[O:26][CH2:25][O:24][C:23]=4[CH:27]=[C:19]3[O:18][CH2:17]1)[C:5](=[O:16])[N:6]2[CH2:11][CH2:12][CH2:13][CH2:14][CH3:15].C(N(CC)CC)C.[NH2:35][C:36]1[CH:41]=[CH:40][CH:39]=[CH:38][N:37]=1.[C]=O.CN(C)[CH:46]=[O:47]. The catalyst is C(OCC)(=O)C.C1C=CC([P]([Pd]([P](C2C=CC=CC=2)(C2C=CC=CC=2)C2C=CC=CC=2)([P](C2C=CC=CC=2)(C2C=CC=CC=2)C2C=CC=CC=2)[P](C2C=CC=CC=2)(C2C=CC=CC=2)C2C=CC=CC=2)(C2C=CC=CC=2)C2C=CC=CC=2)=CC=1. The product is [O:16]=[C:5]1[C:4]2([C:20]3=[CH:21][C:22]4[O:26][CH2:25][O:24][C:23]=4[CH:27]=[C:19]3[O:18][CH2:17]2)[C:3]2[C:2]([C:46]([NH:35][C:36]3[CH:41]=[CH:40][CH:39]=[CH:38][N:37]=3)=[O:47])=[CH:10][CH:9]=[CH:8][C:7]=2[N:6]1[CH2:11][CH2:12][CH2:13][CH2:14][CH3:15]. The yield is 0.140.